This data is from Serine/threonine kinase 33 screen with 319,792 compounds. The task is: Binary Classification. Given a drug SMILES string, predict its activity (active/inactive) in a high-throughput screening assay against a specified biological target. (1) The drug is O1C(C(=O)N(Cc2cc(OC)ccc2)c2c1cccc2)C. The result is 0 (inactive). (2) The compound is O=c1n(c2c(c(c1)C)cccc2)CC(O)=O. The result is 0 (inactive). (3) The molecule is S1\C(N(c2ccc(OC)cc2)C(=O)C1)=N/c1ccc(OC)cc1. The result is 0 (inactive). (4) The compound is S(=O)(=O)(N1C(CCCC1)CCNC(=O)C(=O)NCc1cccnc1)c1ccccc1. The result is 0 (inactive). (5) The drug is o1c(C(N2CCN(CC2)c2ccccc2)CNC(=O)c2cc3OCOc3cc2)ccc1. The result is 0 (inactive).